From a dataset of Forward reaction prediction with 1.9M reactions from USPTO patents (1976-2016). Predict the product of the given reaction. (1) Given the reactants CC[N:3]([CH:7]([CH3:9])C)[CH:4]([CH3:6])C.C1C=CC2N(O)N=NC=2C=1.CCN=C=NCCCN(C)C.[N:31]1[CH:36]=[CH:35][CH:34]=[C:33]([N:37]2[CH:41]=[C:40]([C:42]([NH:44][CH2:45][C:46]([OH:48])=O)=[O:43])[N:39]=[N:38]2)[CH:32]=1.NC1C=NC=CC=1.Cl.[Cl:57][C:58]1[CH:69]=[CH:68][CH:67]=[CH:66][C:59]=1[O:60]C1CCNC1.FC(F)(F)C1C=C(C=CC=1)OC1CCNC1, predict the reaction product. The product is: [Cl:57][C:58]1[CH:69]=[CH:68][CH:67]=[CH:66][C:59]=1[O:60][CH:9]1[CH2:6][CH2:4][N:3]([C:46](=[O:48])[CH2:45][NH:44][C:42]([C:40]2[N:39]=[N:38][N:37]([C:33]3[CH:32]=[N:31][CH:36]=[CH:35][CH:34]=3)[CH:41]=2)=[O:43])[CH2:7]1. (2) Given the reactants [OH:1][C:2]1[CH:9]=[CH:8][C:7]([O:10][CH3:11])=[CH:6][C:3]=1[CH:4]=[O:5].C([O-])(=O)C.[Na+].[Br:17]Br.S([O-])([O-])(=O)=S.[Na+].[Na+], predict the reaction product. The product is: [Br:17][C:9]1[C:2]([OH:1])=[C:3]([CH:6]=[C:7]([O:10][CH3:11])[CH:8]=1)[CH:4]=[O:5]. (3) Given the reactants [CH2:1]([CH:3]1[CH2:8][O:7][CH:6]([C:9]2[CH:14]=[CH:13][C:12](B3OC(C)(C)C(C)(C)O3)=[C:11]([F:24])[CH:10]=2)[CH2:5][CH2:4]1)[CH3:2].Br[C:26]1[CH:31]=[C:30]([F:32])[C:29]([C:33]([F:48])([F:47])[O:34][C:35]2[CH:36]=[C:37]([F:46])[C:38]([C:42]([F:45])([F:44])[F:43])=[C:39]([F:41])[CH:40]=2)=[C:28]([F:49])[CH:27]=1.C(N(CC)CC)C.C(=O)([O-])O.[K+], predict the reaction product. The product is: [F:41][C:39]1[CH:40]=[C:35]([CH:36]=[C:37]([F:46])[C:38]=1[C:42]([F:43])([F:45])[F:44])[O:34][C:33]([F:47])([F:48])[C:29]1[C:28]([F:49])=[CH:27][C:26]([C:12]2[CH:13]=[CH:14][C:9]([CH:6]3[CH2:5][CH2:4][CH:3]([CH2:1][CH3:2])[CH2:8][O:7]3)=[CH:10][C:11]=2[F:24])=[CH:31][C:30]=1[F:32]. (4) Given the reactants [CH3:1][O:2][C:3]1[C:13]2[C:12]([C:14]3[CH:15]=[C:16]([CH:19]=[CH:20][CH:21]=3)[C:17]#[N:18])=[N:11][CH2:10][C:9](=[O:22])[NH:8][C:7]=2[CH:6]=[C:5]([O:23][CH3:24])[C:4]=1[C:25]1[CH:30]=[CH:29][CH:28]=[CH:27][CH:26]=1.CI.Br[CH2:34][CH:35]1[CH2:37][CH2:36]1, predict the reaction product. The product is: [CH:35]1([CH2:34][N:8]2[C:7]3[CH:6]=[C:5]([O:23][CH3:24])[C:4]([C:25]4[CH:30]=[CH:29][CH:28]=[CH:27][CH:26]=4)=[C:3]([O:2][CH3:1])[C:13]=3[C:12]([C:14]3[CH:15]=[C:16]([CH:19]=[CH:20][CH:21]=3)[C:17]#[N:18])=[N:11][CH2:10][C:9]2=[O:22])[CH2:37][CH2:36]1. (5) Given the reactants [CH3:1][CH:2]1[CH2:7][CH2:6][CH:5]([C:8]2[S:12][N:11]=[C:10](SC)[N:9]=2)[CH2:4][CH2:3]1.Cl[C:16]1C=C(C=CC=1)C(OO)=O.[S:26]([O-:29])(O)=[O:27].[Na+], predict the reaction product. The product is: [CH3:16][S:26]([C:10]1[N:9]=[C:8]([CH:5]2[CH2:6][CH2:7][CH:2]([CH3:1])[CH2:3][CH2:4]2)[S:12][N:11]=1)(=[O:29])=[O:27]. (6) Given the reactants [CH3:1][N:2]1[C:6]([CH3:7])=[C:5]([C:8]([NH:10][C:11]2[C:26]([F:27])=[CH:25][C:14]([O:15][C:16]3[CH:21]=[CH:20][N:19]=[C:18](C(N)=O)[CH:17]=3)=[C:13]([F:28])[CH:12]=2)=[O:9])[C:4](=[O:29])[N:3]1[C:30]1[CH:35]=[CH:34][CH:33]=[CH:32][CH:31]=1.O.C(OI(C1C=CC=CC=1)OC(=O)C)(=O)C.CC#[N:54], predict the reaction product. The product is: [NH2:54][C:18]1[CH:17]=[C:16]([O:15][C:14]2[C:13]([F:28])=[CH:12][C:11]([NH:10][C:8]([C:5]3[C:4](=[O:29])[N:3]([C:30]4[CH:35]=[CH:34][CH:33]=[CH:32][CH:31]=4)[N:2]([CH3:1])[C:6]=3[CH3:7])=[O:9])=[C:26]([F:27])[CH:25]=2)[CH:21]=[CH:20][N:19]=1. (7) Given the reactants Cl[Ru:2](Cl)[C:3]1[CH2:10][CH2:9][CH:8]=[CH:7]CCC=1.[CH3:12][Si:13](C1([Na])C=CC=C1)([CH3:15])[CH3:14].[CH:22]1([Na])[CH:26]=[CH:25][CH:24]=[CH:23]1, predict the reaction product. The product is: [CH3:12][Si:13]([Ru:2]([CH:3]1[CH:10]=[CH:9][CH:8]=[CH:7]1)[CH:22]1[CH:26]=[CH:25][CH:24]=[CH:23]1)([CH3:15])[CH3:14]. (8) The product is: [C:25]([O:8][CH2:7][C:6]([CH2:1][CH2:2][CH:3]([CH3:5])[CH3:4])([CH:11]([CH3:13])[CH3:12])[CH2:9][O:10][C:14](=[O:18])[CH:15]=[CH2:16])(=[O:27])[CH:19]=[CH2:20]. Given the reactants [CH2:1]([C:6]([CH:11]([CH3:13])[CH3:12])([CH2:9][OH:10])[CH2:7][OH:8])[CH2:2][CH:3]([CH3:5])[CH3:4].[C:14]([OH:18])(=O)[CH:15]=[CH2:16].[C:19]1([CH3:25])C=CC=C[CH:20]=1.S(=O)(=O)(O)[OH:27], predict the reaction product. (9) Given the reactants C([O:5][C:6](=[O:19])[CH2:7][NH:8][C:9](=[O:18])[CH2:10][C:11]1[CH:16]=[CH:15][C:14]([NH2:17])=[CH:13][CH:12]=1)(C)(C)C.[Cl:20][C:21]1[CH:22]=[C:23](Br)[CH:24]=[C:25]([Cl:27])[CH:26]=1.C([O-])([O-])=O.[K+].[K+].CC1(C)C2C(=C(P(C3C=CC=CC=3)C3C=CC=CC=3)C=CC=2)OC2C(P(C3C=CC=CC=3)C3C=CC=CC=3)=CC=CC1=2, predict the reaction product. The product is: [Cl:20][C:21]1[CH:22]=[C:23]([NH:17][C:14]2[CH:13]=[CH:12][C:11]([CH2:10][C:9]([NH:8][CH2:7][C:6]([OH:5])=[O:19])=[O:18])=[CH:16][CH:15]=2)[CH:24]=[C:25]([Cl:27])[CH:26]=1. (10) Given the reactants [CH2:1]([N:8]([CH:36]([CH:38]1[CH2:40][CH2:39]1)[CH3:37])C(=O)CN1C(=O)[C@]2(C3C(=CC(NC(C4C=NOC=4C)=O)=CC=3)CC2)NC1=O)[C:2]1[CH:7]=[CH:6][CH:5]=[CH:4][CH:3]=1.OC1[N:47]=[C:46]2CCC(=O)[C:45]2=CC=1.C([O-])([O-])=O.[K+].[K+], predict the reaction product. The product is: [NH:47]1[C:5]2[C:6](=[CH:7][C:2]([CH2:1][NH:8][CH:36]([CH:38]3[CH2:39][CH2:40]3)[CH3:37])=[CH:3][CH:4]=2)[CH:45]=[CH:46]1.